Binary Classification. Given a drug SMILES string, predict its activity (active/inactive) in a high-throughput screening assay against a specified biological target. From a dataset of Cav3 T-type calcium channel HTS with 100,875 compounds. The drug is O(C(=O)/C(=c1\nc(n(cc1)C)C)C#N)CC. The result is 0 (inactive).